Predict which catalyst facilitates the given reaction. From a dataset of Catalyst prediction with 721,799 reactions and 888 catalyst types from USPTO. (1) Reactant: [N+:1]([C:4]1[CH:9]=[CH:8][C:7]([CH2:10][CH2:11][CH2:12]CC)=[CH:6][CH:5]=1)([O-:3])=[O:2].[C:15](O[C:15]([O:17][C:18]([CH3:21])([CH3:20])[CH3:19])=[O:16])([O:17][C:18]([CH3:21])([CH3:20])[CH3:19])=[O:16].CC[N:32](CC)CC. Product: [N+:1]([C:4]1[CH:5]=[CH:6][C:7]([CH2:10][CH2:11][CH2:12][NH:32][C:15](=[O:16])[O:17][C:18]([CH3:21])([CH3:20])[CH3:19])=[CH:8][CH:9]=1)([O-:3])=[O:2]. The catalyst class is: 49. (2) Reactant: Br[CH:2]([CH3:4])[CH3:3].[Br:5][C:6]1[CH:11]=[CH:10][C:9]([OH:12])=[CH:8][N:7]=1.C(=O)([O-])[O-].[K+].[K+].O. Product: [Br:5][C:6]1[CH:11]=[CH:10][C:9]([O:12][CH:2]([CH3:4])[CH3:3])=[CH:8][N:7]=1. The catalyst class is: 9.